Dataset: Reaction yield outcomes from USPTO patents with 853,638 reactions. Task: Predict the reaction yield, written as a fraction of the theoretical maximum amount of product (1.0 means a 100% yield; for example, 0.34 means a 34% yield). The reactants are [CH3:1][C:2]1[N:6]([CH:7]([CH3:11])[C:8]([OH:10])=O)[N:5]=[C:4]([C:12]([F:15])([F:14])[F:13])[N:3]=1.[F:16][C:17]1[CH:22]=[CH:21][C:20]([N:23]2[C:31]3[CH2:30][CH2:29][CH2:28][NH:27][C:26]=3[CH:25]=[N:24]2)=[CH:19][CH:18]=1.CCN(C(C)C)C(C)C. The catalyst is CN(C=O)C. The product is [F:16][C:17]1[CH:18]=[CH:19][C:20]([N:23]2[C:31]3[CH2:30][CH2:29][CH2:28][N:27]([C:8](=[O:10])[CH:7]([N:6]4[C:2]([CH3:1])=[N:3][C:4]([C:12]([F:15])([F:14])[F:13])=[N:5]4)[CH3:11])[C:26]=3[CH:25]=[N:24]2)=[CH:21][CH:22]=1. The yield is 0.300.